This data is from Reaction yield outcomes from USPTO patents with 853,638 reactions. The task is: Predict the reaction yield, written as a fraction of the theoretical maximum amount of product (1.0 means a 100% yield; for example, 0.34 means a 34% yield). (1) The catalyst is C(OCC)(=O)CC. The reactants are [CH:1](C1C=CC(CN(C)C(=O)OCC2C=CC=CC=2)=CC=1)=O.C(=NC1C=CC=C2C=1COC2=O)C1C=CC=CC=1.C[O-].[Na+].CO.[CH2:45]([O:52][C:53]([N:55]([CH2:57][C:58]1[CH:63]=[CH:62][C:61]([CH:64]2[C:73](=[O:74])[C:72]3[C:71]([C:75]([O:77][CH3:78])=[O:76])=[CH:70][CH:69]=[CH:68][C:67]=3[NH:66][CH:65]2[C:79]2[CH:84]=[CH:83][CH:82]=[CH:81][CH:80]=2)=[CH:60][CH:59]=1)[CH3:56])=[O:54])[C:46]1[CH:51]=[CH:50][CH:49]=[CH:48][CH:47]=1. The product is [CH2:45]([O:52][C:53]([N:55]([CH2:57][C:58]1[CH:63]=[CH:62][C:61]([CH:64]2[C:73](=[O:74])[C:72]3[C:71]([C:75]([O:77][CH2:78][CH3:1])=[O:76])=[CH:70][CH:69]=[CH:68][C:67]=3[NH:66][CH:65]2[C:79]2[CH:84]=[CH:83][CH:82]=[CH:81][CH:80]=2)=[CH:60][CH:59]=1)[CH3:56])=[O:54])[C:46]1[CH:51]=[CH:50][CH:49]=[CH:48][CH:47]=1. The yield is 0.200. (2) The reactants are Br[C:2]1[C:14](=[O:15])[N:13]([CH2:16][CH3:17])[C:5]2[N:6]=[C:7]([S:11][CH3:12])[N:8]=[C:9]([CH3:10])[C:4]=2[CH:3]=1.[NH:18]1[C:22](B(O)O)=[CH:21][CH:20]=[N:19]1.C(Cl)Cl.C(N(CC)CC)C. The catalyst is COCCOC.O. The product is [CH2:16]([N:13]1[C:5]2[N:6]=[C:7]([S:11][CH3:12])[N:8]=[C:9]([CH3:10])[C:4]=2[CH:3]=[C:2]([C:20]2[NH:19][N:18]=[CH:22][CH:21]=2)[C:14]1=[O:15])[CH3:17]. The yield is 0.770. (3) The reactants are CO.C1COCC1.O.[NH2:9][NH2:10].[CH3:11][C:12]1[CH:33]=[CH:32][C:31]([CH3:34])=[CH:30][C:13]=1[O:14][CH2:15][C:16]1[CH:21]=[CH:20][CH:19]=[CH:18][C:17]=1[C:22](=[N:27][O:28][CH3:29])[C:23](OC)=[O:24]. The catalyst is O. The product is [CH3:11][C:12]1[CH:33]=[CH:32][C:31]([CH3:34])=[CH:30][C:13]=1[O:14][CH2:15][C:16]1[CH:21]=[CH:20][CH:19]=[CH:18][C:17]=1[C:22](=[N:27][O:28][CH3:29])[C:23]([NH:9][NH2:10])=[O:24]. The yield is 0.896.